From a dataset of Reaction yield outcomes from USPTO patents with 853,638 reactions. Predict the reaction yield, written as a fraction of the theoretical maximum amount of product (1.0 means a 100% yield; for example, 0.34 means a 34% yield). (1) The reactants are [CH2:1]([C:3]1[CH:10]=[CH:9][C:6]([CH:7]=O)=[CH:5][CH:4]=1)[CH3:2].[NH2:11][C:12]1[N:13]=[N:14][C:15]([CH3:18])=[CH:16][CH:17]=1.C(O[C:22](=[O:37])[C:23]([OH:36])=[CH:24][C:25]([C:27]1[CH:32]=[CH:31][C:30]([CH:33]([CH3:35])[CH3:34])=[CH:29][CH:28]=1)=[O:26])C. No catalyst specified. The product is [CH2:1]([C:3]1[CH:10]=[CH:9][C:6]([CH:7]2[N:11]([C:12]3[N:13]=[N:14][C:15]([CH3:18])=[CH:16][CH:17]=3)[C:22](=[O:37])[C:23]([OH:36])=[C:24]2[C:25](=[O:26])[C:27]2[CH:28]=[CH:29][C:30]([CH:33]([CH3:34])[CH3:35])=[CH:31][CH:32]=2)=[CH:5][CH:4]=1)[CH3:2]. The yield is 0.280. (2) The catalyst is C1(C)C=CC=CC=1.P(O)(OC1C=CC=CC=1)(OC1C=CC=CC=1)=O. The product is [Br:1][C:2]1[CH:11]=[C:10]2[C:5]([CH2:6][CH:7]([CH3:12])[CH2:8][NH:9]2)=[CH:4][CH:3]=1. The yield is 0.830. The reactants are [Br:1][C:2]1[CH:11]=[C:10]2[C:5]([CH:6]=[C:7]([CH3:12])[CH:8]=[N:9]2)=[CH:4][CH:3]=1.CC1NC(C)=C(C(OCC)=O)CC=1C(OCC)=O.